From a dataset of Full USPTO retrosynthesis dataset with 1.9M reactions from patents (1976-2016). Predict the reactants needed to synthesize the given product. (1) Given the product [NH2:2][C:3](=[O:32])[CH:4]([OH:31])[CH:5]([NH:13][C:14](=[O:30])[C:15]1[CH:20]=[CH:19][CH:18]=[N:17][C:16]=1[N:21]1[CH:29]=[C:28]2[C:23]([CH2:24][N:25]([CH2:35][CH3:36])[CH2:26][CH2:27]2)=[N:22]1)[CH2:6][C:7]1[CH:8]=[CH:9][CH:10]=[CH:11][CH:12]=1, predict the reactants needed to synthesize it. The reactants are: Cl.[NH2:2][C:3](=[O:32])[CH:4]([OH:31])[CH:5]([NH:13][C:14](=[O:30])[C:15]1[CH:20]=[CH:19][CH:18]=[N:17][C:16]=1[N:21]1[CH:29]=[C:28]2[C:23]([CH2:24][NH:25][CH2:26][CH2:27]2)=[N:22]1)[CH2:6][C:7]1[CH:12]=[CH:11][CH:10]=[CH:9][CH:8]=1.CO.[C:35](O)(=O)[CH3:36]. (2) Given the product [Cl:3][C:4]1[C:8]([Cl:9])=[C:7]([CH3:10])[NH:6][C:5]=1[C:11]([NH:13][C@H:14]1[CH2:19][CH2:18][N:17]([C:26]2[S:27][C:28]3[C:34]([C:35]([O:37][CH2:38][CH3:39])=[O:36])=[CH:33][CH:32]=[CH:31][C:29]=3[N:30]=2)[CH2:16][C@H:15]1[N:20]1[CH:24]=[CH:23][N:22]=[CH:21]1)=[O:12], predict the reactants needed to synthesize it. The reactants are: Cl.Cl.[Cl:3][C:4]1[C:8]([Cl:9])=[C:7]([CH3:10])[NH:6][C:5]=1[C:11]([NH:13][C@H:14]1[CH2:19][CH2:18][NH:17][CH2:16][C@H:15]1[N:20]1[CH:24]=[CH:23][N:22]=[CH:21]1)=[O:12].Br[C:26]1[S:27][C:28]2[C:34]([C:35]([O:37][CH2:38][CH3:39])=[O:36])=[CH:33][CH:32]=[CH:31][C:29]=2[N:30]=1.CCN(C(C)C)C(C)C. (3) Given the product [Cl:10][C:5]1[N:4]=[C:3]([C:11]([N:13]([O:15][CH3:16])[CH3:14])=[O:12])[C:2]([CH:17]=[CH2:18])=[C:7]([NH:8][CH3:9])[N:6]=1, predict the reactants needed to synthesize it. The reactants are: Br[C:2]1[C:3]([C:11]([N:13]([O:15][CH3:16])[CH3:14])=[O:12])=[N:4][C:5]([Cl:10])=[N:6][C:7]=1[NH:8][CH3:9].[CH2:17]([Sn](CCCC)(CCCC)C=C)[CH2:18]CC. (4) Given the product [Cl:1][C:2]1[CH:3]=[CH:4][C:5]2[S:9][C:8](=[O:10])[NH:7][C:6]=2[CH:11]=1.[CH3:21][CH2:20][CH:19]([C:8]([NH2:7])=[O:10])[CH2:18][CH2:17][CH2:16][CH3:15], predict the reactants needed to synthesize it. The reactants are: [Cl:1][C:2]1[CH:3]=[CH:4][C:5]2[S:9][C:8](=[O:10])[NH:7][C:6]=2[CH:11]=1.N([CH2:15][CH2:16][CH2:17][CH2:18][CH2:19][CH2:20][CH3:21])=C=O. (5) Given the product [NH2:21][C:17]1[CH:18]=[C:19]([CH3:20])[C:14]([O:13][C:11]2[CH:10]=[CH:9][C:8]([OH:25])=[C:7]([CH:12]=2)[C:6]([N:5]([CH:1]2[CH2:2][CH2:3][CH2:4]2)[CH3:27])=[O:26])=[C:15]([CH3:24])[CH:16]=1, predict the reactants needed to synthesize it. The reactants are: [CH:1]1([N:5]([CH3:27])[C:6](=[O:26])[C:7]2[CH:12]=[C:11]([O:13][C:14]3[C:19]([CH3:20])=[CH:18][C:17]([N+:21]([O-])=O)=[CH:16][C:15]=3[CH3:24])[CH:10]=[CH:9][C:8]=2[OH:25])[CH2:4][CH2:3][CH2:2]1. (6) Given the product [CH3:1]/[C:2](/[CH2:6][CH2:7][CH:8]=[C:9]([CH3:11])[CH3:10])=[CH:3]\[CH:4]([OH:5])[CH2:12][CH3:13], predict the reactants needed to synthesize it. The reactants are: [CH3:1]/[C:2](/[CH2:6][CH2:7][CH:8]=[C:9]([CH3:11])[CH3:10])=[CH:3]\[CH:4]=[O:5].[CH2:12]1COC[CH2:13]1. (7) Given the product [CH3:1][C:2]1([CH3:31])[CH2:11][C:10]2[C:5](=[CH:6][CH:7]=[C:8]([C:12]([OH:14])=[O:13])[CH:9]=2)[NH:4][CH:3]1[C:16]1[CH:21]=[CH:20][CH:19]=[C:18]([C:22](=[O:30])[NH:23][CH:24]2[CH2:28][CH2:27][N:26]([CH3:29])[CH2:25]2)[CH:17]=1, predict the reactants needed to synthesize it. The reactants are: [CH3:1][C:2]1([CH3:31])[CH2:11][C:10]2[C:5](=[CH:6][CH:7]=[C:8]([C:12]([O:14]C)=[O:13])[CH:9]=2)[NH:4][CH:3]1[C:16]1[CH:21]=[CH:20][CH:19]=[C:18]([C:22](=[O:30])[NH:23][CH:24]2[CH2:28][CH2:27][N:26]([CH3:29])[CH2:25]2)[CH:17]=1.[OH-].[Na+].